From a dataset of Full USPTO retrosynthesis dataset with 1.9M reactions from patents (1976-2016). Predict the reactants needed to synthesize the given product. (1) Given the product [C:1]([O:5][C:6]([N:8]1[CH:12]=[CH:11][CH:10]=[C:9]1[C:13]1[CH:18]=[CH:17][C:16]([OH:19])=[C:15]([N:27]2[CH2:31][C:30](=[O:32])[NH:29][S:28]2(=[O:33])=[O:34])[CH:14]=1)=[O:7])([CH3:4])([CH3:2])[CH3:3], predict the reactants needed to synthesize it. The reactants are: [C:1]([O:5][C:6]([N:8]1[CH:12]=[CH:11][CH:10]=[C:9]1[C:13]1[CH:18]=[CH:17][C:16]([O:19]CC2C=CC=CC=2)=[C:15]([N:27]2[CH2:31][C:30](=[O:32])[NH:29][S:28]2(=[O:34])=[O:33])[CH:14]=1)=[O:7])([CH3:4])([CH3:3])[CH3:2].N1C=CC=C1.N1CCCC1. (2) Given the product [Br:19][C:5]1[C:6]([C:8]([F:9])([F:11])[F:10])=[CH:7][C:2]([NH2:1])=[N:3][CH:4]=1, predict the reactants needed to synthesize it. The reactants are: [NH2:1][C:2]1[CH:7]=[C:6]([C:8]([F:11])([F:10])[F:9])[CH:5]=[CH:4][N:3]=1.C1C(=O)N([Br:19])C(=O)C1.C(Cl)Cl.[OH-].[Na+]. (3) Given the product [NH2:22][C@:18]1([CH2:19][OH:20])[CH2:24][CH2:25][C@@H:16]([C:13]2[CH:14]=[CH:15][C:10]([O:9][CH2:1][CH2:2][CH2:3][CH2:4][CH2:5][CH2:6][CH2:7][CH3:8])=[CH:11][CH:12]=2)[CH2:17]1, predict the reactants needed to synthesize it. The reactants are: [CH2:1]([O:9][C:10]1[CH:15]=[CH:14][C:13]([C@@H:16]2[CH2:25][CH2:24][C@@:18]3([NH:22]C(=O)[O:20][CH2:19]3)[CH2:17]2)=[CH:12][CH:11]=1)[CH2:2][CH2:3][CH2:4][CH2:5][CH2:6][CH2:7][CH3:8].O.[OH-].[Li+].O. (4) Given the product [C:16]([C:20]1[S:21][C:22]2[C:27](=[O:28])[N:26]([C:29]3[CH:34]=[CH:33][CH:32]=[C:31]([C:2]4[CH:3]=[C:4]([NH:9][C:10]5[CH:14]=[CH:13][N:12]([CH3:15])[N:11]=5)[C:5](=[O:8])[NH:6][N:7]=4)[C:30]=3[CH3:44])[CH2:25][C:23]=2[N:24]=1)([CH3:19])([CH3:18])[CH3:17], predict the reactants needed to synthesize it. The reactants are: Cl[C:2]1[CH:3]=[C:4]([NH:9][C:10]2[CH:14]=[CH:13][N:12]([CH3:15])[N:11]=2)[C:5](=[O:8])[NH:6][N:7]=1.[C:16]([C:20]1[S:21][C:22]2[C:27](=[O:28])[N:26]([C:29]3[CH:34]=[CH:33][CH:32]=[C:31](B4OC(C)(C)C(C)(C)O4)[C:30]=3[CH3:44])[CH2:25][C:23]=2[N:24]=1)([CH3:19])([CH3:18])[CH3:17].P([O-])([O-])([O-])=O.[K+].[K+].[K+].O.COC1C=CC=C(OC)C=1C1C=CC=CC=1P(C1CCCCC1)C1CCCCC1. (5) Given the product [Cl:12][C:13]1[N:18]=[CH:17][C:16]([CH2:19][N:20]([CH2:21][CH:22]([F:24])[F:23])[C:8]([C:3]2[C:4](=[O:7])[O:5][CH2:6][C:2]=2[OH:1])=[O:10])=[CH:15][CH:14]=1, predict the reactants needed to synthesize it. The reactants are: [OH:1][C:2]1[CH2:6][O:5][C:4](=[O:7])[C:3]=1[C:8]([O:10]C)=O.[Cl:12][C:13]1[N:18]=[CH:17][C:16]([CH2:19][NH:20][CH2:21][CH:22]([F:24])[F:23])=[CH:15][CH:14]=1. (6) The reactants are: [CH3:1][C:2]1[C:6]([C:7]2[C:8]([O:17][CH3:18])=[CH:9][C:10]([O:15][CH3:16])=[C:11]([CH:14]=2)[CH:12]=O)=[C:5]([CH3:19])[O:4][N:3]=1.[C:20]([C:23]1[CH:31]=[CH:30][C:26]([C:27]([OH:29])=[O:28])=[CH:25][CH:24]=1)(=[O:22])[CH3:21]. Given the product [CH3:1][C:2]1[C:6]([C:7]2[C:8]([O:17][CH3:18])=[CH:9][C:10]([O:15][CH3:16])=[C:11](/[CH:12]=[CH:21]/[C:20]([C:23]3[CH:31]=[CH:30][C:26]([C:27]([OH:29])=[O:28])=[CH:25][CH:24]=3)=[O:22])[CH:14]=2)=[C:5]([CH3:19])[O:4][N:3]=1, predict the reactants needed to synthesize it.